Dataset: Reaction yield outcomes from USPTO patents with 853,638 reactions. Task: Predict the reaction yield, written as a fraction of the theoretical maximum amount of product (1.0 means a 100% yield; for example, 0.34 means a 34% yield). (1) The reactants are [Br:1][C:2]1[C:3](F)=[C:4]2[C:10]([NH:11][C:12]([C:14]3[N:19]=[CH:18][CH:17]=[CH:16][N:15]=3)=[O:13])=[CH:9][NH:8][C:5]2=[N:6][CH:7]=1.[NH:21]1[CH2:26][CH2:25][CH2:24][C@@H:23]([NH:27][C:28](=[O:34])[O:29][C:30]([CH3:33])([CH3:32])[CH3:31])[CH2:22]1. The catalyst is CCCCO. The product is [Br:1][C:2]1[C:3]([N:21]2[CH2:26][CH2:25][CH2:24][C@@H:23]([NH:27][C:28](=[O:34])[O:29][C:30]([CH3:32])([CH3:31])[CH3:33])[CH2:22]2)=[C:4]2[C:10]([NH:11][C:12]([C:14]3[N:19]=[CH:18][CH:17]=[CH:16][N:15]=3)=[O:13])=[CH:9][NH:8][C:5]2=[N:6][CH:7]=1. The yield is 0.400. (2) The reactants are [OH-].[Na+].[CH3:3][C@@H:4]1[CH2:9][N:8]([C:10]2[O:11][C:12]3[C:17]([C:18](=[O:20])[CH:19]=2)=[CH:16][C:15]([C:21]([O:23]C)=[O:22])=[CH:14][C:13]=3[CH:25]2[CH2:29][CH2:28][CH2:27][N:26]2[C:30]2[CH:35]=[CH:34][CH:33]=[CH:32][CH:31]=2)[CH2:7][CH2:6][O:5]1.O. The catalyst is CO. The product is [CH3:3][C@@H:4]1[CH2:9][N:8]([C:10]2[O:11][C:12]3[C:17]([C:18](=[O:20])[CH:19]=2)=[CH:16][C:15]([C:21]([OH:23])=[O:22])=[CH:14][C:13]=3[CH:25]2[CH2:29][CH2:28][CH2:27][N:26]2[C:30]2[CH:35]=[CH:34][CH:33]=[CH:32][CH:31]=2)[CH2:7][CH2:6][O:5]1. The yield is 0.860. (3) The reactants are [NH:1]1[C:5]2=[N:6][CH:7]=[CH:8][CH:9]=[C:4]2[C:3]([C:10]([O:12][CH3:13])=[O:11])=[N:2]1.[Br:14][C:15]1[CH:16]=[C:17](B(O)O)[CH:18]=[C:19]([O:21][CH3:22])[CH:20]=1. No catalyst specified. The product is [Br:14][C:15]1[CH:16]=[C:17]([N:1]2[C:5]3=[N:6][CH:7]=[CH:8][CH:9]=[C:4]3[C:3]([C:10]([O:12][CH3:13])=[O:11])=[N:2]2)[CH:18]=[C:19]([O:21][CH3:22])[CH:20]=1. The yield is 0.750. (4) The reactants are [Cl:1]NC(=O)CCC(N)=O.[CH3:10][O:11][CH:12]1[CH2:16][CH2:15][N:14]([C:17]2[CH:18]=[C:19]([S:23]([O-:25])=[O:24])[CH:20]=[CH:21][CH:22]=2)[CH2:13]1.[Li+]. The catalyst is ClCCl. The product is [CH3:10][O:11][CH:12]1[CH2:16][CH2:15][N:14]([C:17]2[CH:18]=[C:19]([S:23]([Cl:1])(=[O:25])=[O:24])[CH:20]=[CH:21][CH:22]=2)[CH2:13]1. The yield is 0.830. (5) The reactants are [Cl-].[CH3:2][O:3]C[P+](C1C=CC=CC=1)(C1C=CC=CC=1)C1C=CC=CC=1.C[Si]([N-][Si](C)(C)C)(C)C.[K+].[CH3:34][C:35]([C:39]1[CH:44]=[CH:43][C:42]([N+:45]([O-:47])=[O:46])=[CH:41][CH:40]=1)([CH3:38])[CH:36]=O. The catalyst is C1COCC1. The product is [CH3:34][C:35]([C:39]1[CH:44]=[CH:43][C:42]([N+:45]([O-:47])=[O:46])=[CH:41][CH:40]=1)([CH3:38])[CH2:36][CH:2]=[O:3]. The yield is 0.700. (6) The reactants are [Cl:1][C:2]1[CH:7]=[C:6]([C:8]2[CH:17]=[CH:16][C:15]3[C:10](=[C:11]([C:18]([OH:20])=O)[CH:12]=[CH:13][CH:14]=3)[N:9]=2)[CH:5]=[CH:4][N:3]=1.[S:21]1[CH:25]=[CH:24][N:23]=[C:22]1[NH2:26].CN(C(ON1N=NC2C=CC=NC1=2)=[N+](C)C)C.F[P-](F)(F)(F)(F)F.CCN(C(C)C)C(C)C. The catalyst is CN(C=O)C.O. The product is [Cl:1][C:2]1[CH:7]=[C:6]([C:8]2[CH:17]=[CH:16][C:15]3[C:10](=[C:11]([C:18]([NH:26][C:22]4[S:21][CH:25]=[CH:24][N:23]=4)=[O:20])[CH:12]=[CH:13][CH:14]=3)[N:9]=2)[CH:5]=[CH:4][N:3]=1. The yield is 0.790. (7) The reactants are [NH2:1][CH2:2][CH2:3][O:4][C@@H:5]([C:19]1[CH:24]=[CH:23][CH:22]=[C:21]([F:25])[C:20]=1[C:26]1[CH:31]=[CH:30][CH:29]=[C:28]([CH3:32])[CH:27]=1)[C@@H:6]1[O:11][CH2:10][CH2:9][N:8]([C:12]([O:14][C:15]([CH3:18])([CH3:17])[CH3:16])=[O:13])[CH2:7]1.C(N(CC)CC)C.[C:40](Cl)(=[O:42])[CH3:41]. The catalyst is C(Cl)Cl. The product is [C:40]([NH:1][CH2:2][CH2:3][O:4][C@@H:5]([C:19]1[CH:24]=[CH:23][CH:22]=[C:21]([F:25])[C:20]=1[C:26]1[CH:31]=[CH:30][CH:29]=[C:28]([CH3:32])[CH:27]=1)[C@@H:6]1[O:11][CH2:10][CH2:9][N:8]([C:12]([O:14][C:15]([CH3:18])([CH3:17])[CH3:16])=[O:13])[CH2:7]1)(=[O:42])[CH3:41]. The yield is 0.660.